Dataset: Reaction yield outcomes from USPTO patents with 853,638 reactions. Task: Predict the reaction yield, written as a fraction of the theoretical maximum amount of product (1.0 means a 100% yield; for example, 0.34 means a 34% yield). (1) The reactants are [F:1][C:2]1[CH:3]=[C:4]([C:9]2[CH:10]=[C:11]([CH2:20][N:21]3[CH2:26][CH2:25][N:24]([CH3:27])[CH2:23][CH2:22]3)[C:12](=[O:19])[N:13]([CH2:15][CH:16]([CH3:18])[CH3:17])[N:14]=2)[CH:5]=[CH:6][C:7]=1[CH3:8].[ClH:28]. The catalyst is CO.C(OCC)(=O)C. The product is [ClH:28].[ClH:28].[F:1][C:2]1[CH:3]=[C:4]([C:9]2[CH:10]=[C:11]([CH2:20][N:21]3[CH2:26][CH2:25][N:24]([CH3:27])[CH2:23][CH2:22]3)[C:12](=[O:19])[N:13]([CH2:15][CH:16]([CH3:17])[CH3:18])[N:14]=2)[CH:5]=[CH:6][C:7]=1[CH3:8]. The yield is 0.637. (2) The reactants are C[O:2][C:3]([NH:5][C:6]1[NH:32][C:9]2=[N:10][CH:11]=[C:12]([C:14]3[CH:15]=[CH:16][C:17]4[O:23][CH2:22][CH2:21][N:20](C(OC(C)(C)C)=O)[CH2:19][C:18]=4[CH:31]=3)C=C2N=1)=[O:4].[C:33](#[N:35])[CH3:34].[ClH:36].O1CCOC[CH2:38]1. No catalyst specified. The product is [ClH:36].[CH3:38][N:5]([C:6]1[NH:35][C:33]2[C:9]([N:32]=1)=[N:10][CH:11]=[C:12]([C:14]1[CH:15]=[CH:16][C:17]3[O:23][CH2:22][CH2:21][NH:20][CH2:19][C:18]=3[CH:31]=1)[CH:34]=2)[C:3](=[O:4])[OH:2]. The yield is 1.00. (3) The reactants are CC([N:5]([CH2:9][CH:10]([N:17]1C(=O)C2C(=CC=CC=2)C1=O)[C:11]1[CH:16]=[CH:15][CH:14]=[CH:13][CH:12]=1)[C:6](=[O:8])[O-:7])(C)C.CN.NN. The catalyst is CO. The product is [NH2:17][CH:10]([C:11]1[CH:12]=[CH:13][CH:14]=[CH:15][CH:16]=1)[CH2:9][NH:5][C:6](=[O:8])[O:7][C:11]([CH3:16])([CH3:12])[CH3:10]. The yield is 0.850.